From a dataset of Full USPTO retrosynthesis dataset with 1.9M reactions from patents (1976-2016). Predict the reactants needed to synthesize the given product. (1) Given the product [F:10][CH:9]([F:11])[C:6]1[N:7]=[CH:8][C:3]([CH2:2][NH:1][C:30](=[O:29])[C:31]([CH3:36])([CH3:35])[CH2:32][OH:33])=[CH:4][C:5]=1[C:12]1[NH:16][C:15](=[O:17])[N:14]([C:18]2[CH:23]=[CH:22][C:21]([C:24]([F:26])([F:25])[F:27])=[CH:20][CH:19]=2)[N:13]=1, predict the reactants needed to synthesize it. The reactants are: [NH2:1][CH2:2][C:3]1[CH:4]=[C:5]([C:12]2[NH:16][C:15](=[O:17])[N:14]([C:18]3[CH:23]=[CH:22][C:21]([C:24]([F:27])([F:26])[F:25])=[CH:20][CH:19]=3)[N:13]=2)[C:6]([CH:9]([F:11])[F:10])=[N:7][CH:8]=1.C[O:29][CH2:30][C:31]([CH3:36])([CH3:35])[C:32](O)=[O:33].F[P-](F)(F)(F)(F)F.N1(O[P+](N(C)C)(N(C)C)N(C)C)C2C=CC=CC=2N=N1. (2) Given the product [C:43]1([CH3:53])[CH:44]=[CH:45][C:46]([S:49]([OH:52])(=[O:50])=[O:51])=[CH:47][CH:48]=1.[CH:1]1([C:4]([NH:6][C:7]2[N:8]=[C:9]3[CH:14]=[CH:13][C:12]([O:15][C:16]4[CH:21]=[CH:20][C:19]([NH:22][C:23]([C:25]5[N+:26]([O-:39])=[C:27]([C:32]6[CH:37]=[CH:36][CH:35]=[C:34]([F:38])[CH:33]=6)[C:28]([CH3:31])=[CH:29][CH:30]=5)=[O:24])=[CH:18][C:17]=4[F:40])=[CH:11][N:10]3[CH:41]=2)=[O:5])[CH2:3][CH2:2]1, predict the reactants needed to synthesize it. The reactants are: [CH:1]1([C:4]([NH:6][C:7]2[N:8]=[C:9]3[CH:14]=[CH:13][C:12]([O:15][C:16]4[CH:21]=[CH:20][C:19]([NH:22][C:23]([C:25]5[N+:26]([O-:39])=[C:27]([C:32]6[CH:37]=[CH:36][CH:35]=[C:34]([F:38])[CH:33]=6)[C:28]([CH3:31])=[CH:29][CH:30]=5)=[O:24])=[CH:18][C:17]=4[F:40])=[CH:11][N:10]3[CH:41]=2)=[O:5])[CH2:3][CH2:2]1.O.[C:43]1([CH3:53])[CH:48]=[CH:47][C:46]([S:49]([OH:52])(=[O:51])=[O:50])=[CH:45][CH:44]=1. (3) Given the product [CH3:31][N:2]([CH3:1])[C:3]([C:5]1[C:6]2[C:7](=[O:30])[C@H:8]([O:26][C:27](=[O:29])[CH3:28])[C@@H:9]([C:20]3[CH:21]=[CH:22][CH:23]=[CH:24][CH:25]=3)[NH:10][C:11]=2[C:12]2[N:17]=[C:16]([CH3:18])[N:15]([CH3:19])[C:13]=2[CH:14]=1)=[O:4], predict the reactants needed to synthesize it. The reactants are: [CH3:1][N:2]([CH3:31])[C:3]([CH:5]1[CH2:14][C:13]2[N:15]([CH3:19])[C:16]([CH3:18])=[N:17][C:12]=2[C:11]2[NH:10][C@H:9]([C:20]3[CH:25]=[CH:24][CH:23]=[CH:22][CH:21]=3)[C@@H:8]([O:26][C:27](=[O:29])[CH3:28])[C:7](=[O:30])[C:6]1=2)=[O:4].C(=O)(O)[O-].[Na+]. (4) The reactants are: [S:1]1[C:5]2[CH:6]=[CH:7][CH:8]=[CH:9][C:4]=2[N:3]=[C:2]1[C:10]1[N:14]2[CH2:15][CH2:16][NH:17][CH2:18][C:13]2=[N:12][N:11]=1.[C:19]([O:24][C@@H:25]([C:27]1[N:32]=[C:31](Cl)[CH:30]=[CH:29][N:28]=1)[CH3:26])(=[O:23])[CH2:20][CH2:21][CH3:22].C(N(CC)CC)C. Given the product [C:19]([O:24][C@@H:25]([C:27]1[N:28]=[C:29]([N:17]2[CH2:16][CH2:15][N:14]3[C:10]([C:2]4[S:1][C:5]5[CH:6]=[CH:7][CH:8]=[CH:9][C:4]=5[N:3]=4)=[N:11][N:12]=[C:13]3[CH2:18]2)[CH:30]=[CH:31][N:32]=1)[CH3:26])(=[O:23])[CH2:20][CH2:21][CH3:22], predict the reactants needed to synthesize it. (5) Given the product [NH:13]1[C:14]2[CH:19]=[CH:18][CH:17]=[CH:16][C:15]=2[N:11]=[C:12]1[C@H:8]([NH:9][C:10]([N:27]1[CH2:28][CH:23]2[CH2:29][CH:26]1[CH2:25][N:24]2[C:30]([O:32][C:33]([CH3:36])([CH3:35])[CH3:34])=[O:31])=[O:20])[CH2:7][C:6]1[CH:5]=[CH:4][C:3]([O:2][CH3:1])=[CH:22][CH:21]=1, predict the reactants needed to synthesize it. The reactants are: [CH3:1][O:2][C:3]1[CH:22]=[CH:21][C:6]([CH2:7][C@@H:8]2[C:12]3=[N:13][C:14]4[CH:19]=[CH:18][CH:17]=[CH:16][C:15]=4[N:11]3[C:10](=[O:20])[NH:9]2)=[CH:5][CH:4]=1.[CH:23]12[CH2:29][CH:26]([NH:27][CH2:28]1)[CH2:25][N:24]2[C:30]([O:32][C:33]([CH3:36])([CH3:35])[CH3:34])=[O:31]. (6) Given the product [CH3:1][O:2][C:3]([C:5]1[C@@H:10]([C:11]2[CH:16]=[CH:15][C:14]([C:17]#[N:18])=[CH:13][C:12]=2[CH2:19][CH2:20][OH:21])[N:9]2[C:24](=[O:27])[NH:25][N:26]=[C:8]2[N:7]([C:28]2[CH:33]=[CH:32][CH:31]=[C:30]([C:34]([F:36])([F:37])[F:35])[CH:29]=2)[C:6]=1[CH3:38])=[O:4], predict the reactants needed to synthesize it. The reactants are: [CH3:1][O:2][C:3]([C:5]1[C@@H:10]([C:11]2[CH:16]=[CH:15][C:14]([C:17]#[N:18])=[CH:13][C:12]=2[CH2:19][C:20](OC)=[O:21])[N:9]2[C:24](=[O:27])[NH:25][N:26]=[C:8]2[N:7]([C:28]2[CH:33]=[CH:32][CH:31]=[C:30]([C:34]([F:37])([F:36])[F:35])[CH:29]=2)[C:6]=1[CH3:38])=[O:4].[BH4-].[Li+]. (7) Given the product [CH3:1][NH:2][C:3](=[O:15])[C:4](=[O:14])[CH2:5][CH2:6][CH2:7][CH2:8][CH2:9][CH2:10][C:11](=[O:13])[NH:49][NH:48][C:46]([C:42]1[S:41][CH:45]=[CH:44][CH:43]=1)=[O:47], predict the reactants needed to synthesize it. The reactants are: [CH3:1][NH:2][C:3](=[O:15])[C:4](=[O:14])[CH2:5][CH2:6][CH2:7][CH2:8][CH2:9][CH2:10][C:11]([OH:13])=O.C1(N=C=NC2CCCCC2)CCCCC1.OC1C2N=NNC=2C=CC=1.[S:41]1[CH:45]=[CH:44][CH:43]=[C:42]1[C:46]([NH:48][NH2:49])=[O:47].